Dataset: Catalyst prediction with 721,799 reactions and 888 catalyst types from USPTO. Task: Predict which catalyst facilitates the given reaction. (1) Reactant: [F:1][C:2]1[CH:9]=[CH:8][CH:7]=[C:6](F)[C:3]=1[C:4]#[N:5].[NH:11]1[CH:15]=[N:14][CH:13]=[N:12]1.C(=O)([O-])[O-].[Cs+].[Cs+].O. Product: [F:1][C:2]1[CH:9]=[CH:8][CH:7]=[C:6]([N:11]2[CH:15]=[N:14][CH:13]=[N:12]2)[C:3]=1[C:4]#[N:5]. The catalyst class is: 16. (2) Reactant: [Br:1][C:2]1[CH:3]=[CH:4][C:5]2[N:9]=[C:8]([C:10]3[C:22]4[C:21]5[C:16](=[CH:17][CH:18]=[CH:19][CH:20]=5)[C:15](=[N:23]O)[C:14]=4[CH:13]=[CH:12][CH:11]=3)[NH:7][C:6]=2[CH:25]=1.C(O)C.O. Product: [Br:1][C:2]1[CH:3]=[CH:4][C:5]2[N:9]=[C:8]([C:10]3[C:22]4[C:21]5[C:16](=[CH:17][CH:18]=[CH:19][CH:20]=5)[CH:15]([NH2:23])[C:14]=4[CH:13]=[CH:12][CH:11]=3)[NH:7][C:6]=2[CH:25]=1. The catalyst class is: 183. (3) Reactant: [Br:1][C:2]1[C:6]([N+:7]([O-:9])=[O:8])=[C:5]([Br:10])[NH:4][N:3]=1.[H-].[Na+].CCCCCC.Br[CH2:20][CH2:21][OH:22]. Product: [Br:1][C:2]1[C:6]([N+:7]([O-:9])=[O:8])=[C:5]([Br:10])[N:4]([CH2:20][CH2:21][OH:22])[N:3]=1. The catalyst class is: 3. (4) Reactant: Br[C:2]1[CH:7]=[C:6]([F:8])[CH:5]=[C:4]([Br:9])[CH:3]=1.CC1(C)C(C)(C)OB([C:18]2[CH:23]=[CH:22][N:21]=[CH:20][CH:19]=2)O1.C([O-])([O-])=O.[K+].[K+]. Product: [Br:9][C:4]1[CH:3]=[C:2]([C:18]2[CH:23]=[CH:22][N:21]=[CH:20][CH:19]=2)[CH:7]=[C:6]([F:8])[CH:5]=1. The catalyst class is: 73. (5) Reactant: C(Cl)(=O)C(Cl)=O.CS(C)=O.[C:11]([O:15][C:16](=[O:35])[NH:17][CH:18]([C:22](=[O:34])[NH:23][C:24]1[N:25]=[CH:26][N:27]([C:29]([CH3:33])([CH3:32])[CH2:30][OH:31])[CH:28]=1)[CH2:19][CH2:20][CH3:21])([CH3:14])([CH3:13])[CH3:12].C(N(CC)CC)C. Product: [C:11]([O:15][C:16](=[O:35])[NH:17][CH:18]([C:22](=[O:34])[NH:23][C:24]1[N:25]=[CH:26][N:27]([C:29]([CH3:33])([CH3:32])[CH:30]=[O:31])[CH:28]=1)[CH2:19][CH2:20][CH3:21])([CH3:12])([CH3:13])[CH3:14]. The catalyst class is: 2. (6) Reactant: CO.[BH4-].[Na+].ClCCl.[CH:8]1([C:11]2[C:21]([C:22]([C:24]3[N:29]=[C:28]([C:30]([O:32][CH3:33])=[O:31])[CH:27]=[CH:26][CH:25]=3)=[O:23])=[C:14]3[CH:15]=[CH:16][C:17]([O:19][CH3:20])=[CH:18][N:13]3[N:12]=2)[CH2:10][CH2:9]1. Product: [CH:8]1([C:11]2[C:21]([CH:22]([OH:23])[C:24]3[N:29]=[C:28]([C:30]([O:32][CH3:33])=[O:31])[CH:27]=[CH:26][CH:25]=3)=[C:14]3[CH:15]=[CH:16][C:17]([O:19][CH3:20])=[CH:18][N:13]3[N:12]=2)[CH2:10][CH2:9]1. The catalyst class is: 6. (7) Reactant: [CH2:1]([C:5]1[N:6]([CH2:18][CH2:19][CH2:20][CH2:21][O:22][N:23]2[C:31](=[O:32])[C:30]3[C:25](=[CH:26][CH:27]=[CH:28][CH:29]=3)[C:24]2=[O:33])[C:7]2[C:16]3[CH:15]=[CH:14][CH:13]=[CH:12][C:11]=3[N:10]=[CH:9][C:8]=2[N:17]=1)[CH2:2][CH2:3][CH3:4].C1C=C(Cl)C=C(C(OO)=[O:42])C=1. Product: [CH2:1]([C:5]1[N:6]([CH2:18][CH2:19][CH2:20][CH2:21][O:22][N:23]2[C:31](=[O:32])[C:30]3[C:25](=[CH:26][CH:27]=[CH:28][CH:29]=3)[C:24]2=[O:33])[C:7]2[C:16]3[CH:15]=[CH:14][CH:13]=[CH:12][C:11]=3[N+:10]([O-:42])=[CH:9][C:8]=2[N:17]=1)[CH2:2][CH2:3][CH3:4]. The catalyst class is: 4. (8) Reactant: [Br:1][C:2]1[CH:3]=[CH:4][C:5]([Cl:25])=[C:6]([CH:8]([C:10]2[CH:11]=[N:12][C:13]([NH:16][C:17]3[CH:22]=[CH:21][C:20]([F:23])=[CH:19][C:18]=3[F:24])=[CH:14][CH:15]=2)[OH:9])[CH:7]=1.CC(C)=O.OS(O)(=O)=O.O=[Cr](=O)=O. Product: [Br:1][C:2]1[CH:3]=[CH:4][C:5]([Cl:25])=[C:6]([C:8]([C:10]2[CH:11]=[N:12][C:13]([NH:16][C:17]3[CH:22]=[CH:21][C:20]([F:23])=[CH:19][C:18]=3[F:24])=[CH:14][CH:15]=2)=[O:9])[CH:7]=1. The catalyst class is: 21. (9) Reactant: [Br:1][C:2]1[CH:7]=[CH:6][C:5]([OH:8])=[CH:4][CH:3]=1.C1OCCOCCOCCOCCOC1.[H-].[Na+].BrC1C=CC(S(O[C@H:37]2[CH2:40][C@@H:39]([N:41]3[CH2:46][CH2:45][CH2:44][CH2:43][CH2:42]3)[CH2:38]2)(=O)=O)=CC=1. Product: [Br:1][C:2]1[CH:7]=[CH:6][C:5]([O:8][C@H:37]2[CH2:40][C@H:39]([N:41]3[CH2:46][CH2:45][CH2:44][CH2:43][CH2:42]3)[CH2:38]2)=[CH:4][CH:3]=1. The catalyst class is: 1.